This data is from Peptide-MHC class II binding affinity with 134,281 pairs from IEDB. The task is: Regression. Given a peptide amino acid sequence and an MHC pseudo amino acid sequence, predict their binding affinity value. This is MHC class II binding data. (1) The peptide sequence is EAMSQANSAILMQR. The MHC is DRB1_0101 with pseudo-sequence DRB1_0101. The binding affinity (normalized) is 0.352. (2) The peptide sequence is AYSIEFGTNISKEHD. The MHC is HLA-DPA10301-DPB10402 with pseudo-sequence HLA-DPA10301-DPB10402. The binding affinity (normalized) is 0.139.